Dataset: Catalyst prediction with 721,799 reactions and 888 catalyst types from USPTO. Task: Predict which catalyst facilitates the given reaction. (1) Reactant: [S:1]1[CH:5]=[CH:4][CH:3]=[C:2]1[C:6]1[S:7][CH:8]=[CH:9][C:10]=1[C:11]1[S:12][CH:13]=[CH:14][C:15]=1[C:16]1[S:17][CH:18]=[CH:19][CH:20]=1.[H][H].C(Cl)(Cl)[Cl:24]. Product: [Cl:24][C:2]1([C:6]2[S:7][CH:8]=[CH:9][C:10]=2[C:11]2[S:12][CH:13]=[CH:14][C:15]=2[C:16]2[S:17][CH:18]=[CH:19][CH:20]=2)[CH2:3][CH:4]=[CH:5][S:1]1. The catalyst class is: 15. (2) Reactant: C([O:5][C:6]([C:8]1[CH:13]=[CH:12][C:11]([NH:14][C:15](=[O:38])[C@@H:16]([NH:21][C:22](=[O:37])/[CH:23]=[CH:24]/[C:25]2[CH:30]=[C:29]([Cl:31])[CH:28]=[CH:27][C:26]=2[N:32]2[CH:36]=[N:35][N:34]=[N:33]2)[CH2:17][C:18](O)=[O:19])=[CH:10][CH:9]=1)=[O:7])(C)(C)C.O.[OH-].[Li+].Cl.[CH2:43]1[CH2:47]OCC1. Product: [Cl:31][C:29]1[CH:28]=[CH:27][C:26]([N:32]2[CH:36]=[N:35][N:34]=[N:33]2)=[C:25](/[CH:24]=[CH:23]/[C:22]([NH:21][C@@H:16]([CH2:17][C:18]([N:21]2[CH2:43][CH2:47][N:14]([CH3:11])[CH2:15][CH2:16]2)=[O:19])[C:15]([NH:14][C:11]2[CH:12]=[CH:13][C:8]([C:6]([OH:5])=[O:7])=[CH:9][CH:10]=2)=[O:38])=[O:37])[CH:30]=1. The catalyst class is: 6. (3) Reactant: [C:1]1([C:7]2[C:11]3[CH2:12][NH:13][CH2:14][CH2:15][C:10]=3[NH:9][N:8]=2)[CH:6]=[CH:5][CH:4]=[CH:3][CH:2]=1.[OH:16][CH:17]([CH2:21][C:22]1[CH:27]=[CH:26][CH:25]=[CH:24][CH:23]=1)[C:18](O)=[O:19].CN(C(ON1N=NC2C=CC=NC1=2)=[N+](C)C)C.F[P-](F)(F)(F)(F)F.CCN(C(C)C)C(C)C. Product: [OH:16][CH:17]([CH2:21][C:22]1[CH:27]=[CH:26][CH:25]=[CH:24][CH:23]=1)[C:18]([N:13]1[CH2:14][CH2:15][C:10]2[NH:9][N:8]=[C:7]([C:1]3[CH:2]=[CH:3][CH:4]=[CH:5][CH:6]=3)[C:11]=2[CH2:12]1)=[O:19]. The catalyst class is: 6.